From a dataset of Peptide-MHC class II binding affinity with 134,281 pairs from IEDB. Regression. Given a peptide amino acid sequence and an MHC pseudo amino acid sequence, predict their binding affinity value. This is MHC class II binding data. (1) The peptide sequence is DMLKLFEFNKKAIET. The MHC is DRB1_0404 with pseudo-sequence DRB1_0404. The binding affinity (normalized) is 0.178. (2) The peptide sequence is SRPYNIYPHGITDVHPLYSR. The MHC is DRB1_1001 with pseudo-sequence DRB1_1001. The binding affinity (normalized) is 0. (3) The peptide sequence is SEMFMPRSIGGPVSS. The MHC is DRB5_0101 with pseudo-sequence DRB5_0101. The binding affinity (normalized) is 0. (4) The peptide sequence is RTKYTATISGLKPGV. The MHC is DRB1_0101 with pseudo-sequence DRB1_0101. The binding affinity (normalized) is 0.640. (5) The peptide sequence is YQQGVTVDSIGM. The MHC is DRB1_0301 with pseudo-sequence DRB1_0301. The binding affinity (normalized) is 0.142. (6) The peptide sequence is TFTMRLLSPVRVPNY. The MHC is DRB4_0101 with pseudo-sequence DRB4_0103. The binding affinity (normalized) is 0.453. (7) The peptide sequence is VTTYNGYLTSSSKTS. The MHC is DRB1_0101 with pseudo-sequence DRB1_0101. The binding affinity (normalized) is 0.459. (8) The peptide sequence is LTQPLQQLTSLFSQV. The MHC is DRB5_0101 with pseudo-sequence DRB5_0101. The binding affinity (normalized) is 0.230. (9) The peptide sequence is STKATRYLVKTESWILR. The MHC is DRB3_0101 with pseudo-sequence DRB3_0101. The binding affinity (normalized) is 0.350.